Dataset: Forward reaction prediction with 1.9M reactions from USPTO patents (1976-2016). Task: Predict the product of the given reaction. Given the reactants [S:1]1[C:5]2[CH:6]=[C:7]([CH2:10][NH2:11])[CH:8]=[CH:9][C:4]=2[N:3]=[CH:2]1.S1C2C=C(C(O)=O)C=CC=2N=[CH:13]1.Cl.S1C2C=CN=CC=2C=C1CN, predict the reaction product. The product is: [S:1]1[C:5]2[CH:6]=[C:7]([CH:10]([NH2:11])[CH3:13])[CH:8]=[CH:9][C:4]=2[N:3]=[CH:2]1.